From a dataset of Forward reaction prediction with 1.9M reactions from USPTO patents (1976-2016). Predict the product of the given reaction. (1) Given the reactants [CH3:1][S:2][C:3]1[CH:4]=[C:5]([C:9]([CH:21]2[CH2:25][CH2:24][CH2:23][CH2:22]2)([CH3:20])[C:10]([O:12][CH:13]2[CH2:18][CH2:17][N:16]([CH3:19])[CH2:15][CH2:14]2)=[O:11])[CH:6]=[CH:7][CH:8]=1.[I:26][CH3:27], predict the reaction product. The product is: [I-:26].[CH3:1][S:2][C:3]1[CH:4]=[C:5]([C:9]([CH:21]2[CH2:25][CH2:24][CH2:23][CH2:22]2)([CH3:20])[C:10]([O:12][CH:13]2[CH2:18][CH2:17][N+:16]([CH3:27])([CH3:19])[CH2:15][CH2:14]2)=[O:11])[CH:6]=[CH:7][CH:8]=1. (2) The product is: [CH3:3][CH:4]1[NH:9][CH2:8][CH2:7][N:6]2[CH:10]=[CH:11][CH:12]=[C:5]12. Given the reactants [BH4-].[Na+].[CH3:3][C:4]1[C:5]2[N:6]([CH:10]=[CH:11][CH:12]=2)[CH2:7][CH2:8][N:9]=1, predict the reaction product. (3) Given the reactants [CH:1]1([NH:4][C:5]([C:7]2[CH:8]=[CH:9][C:10]([CH3:37])=[C:11]([C:13]3[CH:14]=[C:15]4[C:20](=[CH:21][CH:22]=3)[C:19]([N:23]3[CH2:28][CH2:27][N:26](C(OC(C)(C)C)=O)[CH2:25][C@@H:24]3[CH3:36])=[N:18][N:17]=[CH:16]4)[CH:12]=2)=[O:6])[CH2:3][CH2:2]1.Cl, predict the reaction product. The product is: [CH:1]1([NH:4][C:5](=[O:6])[C:7]2[CH:8]=[CH:9][C:10]([CH3:37])=[C:11]([C:13]3[CH:14]=[C:15]4[C:20](=[CH:21][CH:22]=3)[C:19]([N:23]3[CH2:28][CH2:27][NH:26][CH2:25][C@@H:24]3[CH3:36])=[N:18][N:17]=[CH:16]4)[CH:12]=2)[CH2:3][CH2:2]1. (4) Given the reactants [CH3:1][O:2][C:3]1[CH:4]=[C:5]([C:9]([N:11]2[C:20]3[C:15](=[CH:16][CH:17]=[CH:18][CH:19]=3)[C@H:14]([NH:21][C:22]3[CH:27]=[CH:26][CH:25]=[CH:24][N:23]=3)[CH2:13][C@@H:12]2[CH3:28])=[O:10])[CH:6]=[CH:7][CH:8]=1.[C:29](Cl)(=[O:31])[CH3:30], predict the reaction product. The product is: [CH3:1][O:2][C:3]1[CH:4]=[C:5]([CH:6]=[CH:7][CH:8]=1)[C:9]([N:11]1[C:20]2[C:15](=[CH:16][CH:17]=[CH:18][CH:19]=2)[C@H:14]([N:21]([C:22]2[CH:27]=[CH:26][CH:25]=[CH:24][N:23]=2)[C:29](=[O:31])[CH3:30])[CH2:13][C@@H:12]1[CH3:28])=[O:10]. (5) Given the reactants C([O:3][C:4]([C:6]1[N:7]([CH2:15][CH2:16][O:17][CH2:18][C:19]2[CH:24]=[CH:23][CH:22]=[CH:21][CH:20]=2)[N:8]=[C:9]([C:11]([CH3:14])([CH3:13])[CH3:12])[CH:10]=1)=[O:5])C.[OH-].[Na+], predict the reaction product. The product is: [CH2:18]([O:17][CH2:16][CH2:15][N:7]1[C:6]([C:4]([OH:5])=[O:3])=[CH:10][C:9]([C:11]([CH3:14])([CH3:13])[CH3:12])=[N:8]1)[C:19]1[CH:20]=[CH:21][CH:22]=[CH:23][CH:24]=1.